This data is from Peptide-MHC class II binding affinity with 134,281 pairs from IEDB. The task is: Regression. Given a peptide amino acid sequence and an MHC pseudo amino acid sequence, predict their binding affinity value. This is MHC class II binding data. The peptide sequence is YEKFLANVSTVLTGK. The MHC is DRB1_0701 with pseudo-sequence DRB1_0701. The binding affinity (normalized) is 0.727.